Dataset: Catalyst prediction with 721,799 reactions and 888 catalyst types from USPTO. Task: Predict which catalyst facilitates the given reaction. (1) Reactant: [C:1]([C@@H:4]([NH:9][C:10](=[O:26])[C@@H:11]([NH2:25])[CH2:12][C:13]1[CH:18]=[CH:17][C:16]([C:19]2[CH:24]=[CH:23][CH:22]=[CH:21][CH:20]=2)=[CH:15][CH:14]=1)[C@@H:5]([CH3:8])[CH2:6][CH3:7])(=[O:3])[NH2:2].[CH2:27]([O:29][C:30]([CH2:32][CH:33]([CH2:37][CH:38]([CH3:40])[CH3:39])[C:34](O)=[O:35])=[O:31])[CH3:28].C(Cl)CCl.C1C=CC2N(O)N=NC=2C=1.CCN(C(C)C)C(C)C. Product: [C:1]([C@@H:4]([NH:9][C:10]([C@@H:11]([NH:25][C:34]([CH:33]([CH2:37][CH:38]([CH3:39])[CH3:40])[CH2:32][C:30]([O:29][CH2:27][CH3:28])=[O:31])=[O:35])[CH2:12][C:13]1[CH:14]=[CH:15][C:16]([C:19]2[CH:24]=[CH:23][CH:22]=[CH:21][CH:20]=2)=[CH:17][CH:18]=1)=[O:26])[C@@H:5]([CH3:8])[CH2:6][CH3:7])(=[O:3])[NH2:2]. The catalyst class is: 4. (2) Reactant: Br[C:2]1[CH:3]=[C:4]2[C:8](=[CH:9][CH:10]=1)[N:7]([CH2:11][O:12][CH2:13][CH2:14][Si:15]([CH3:18])([CH3:17])[CH3:16])[N:6]=[C:5]2[NH:19][C:20]1[N:24]([CH2:25][CH2:26][CH2:27][O:28][Si:29]([C:32]([CH3:35])([CH3:34])[CH3:33])([CH3:31])[CH3:30])[C:23]2[CH:36]=[CH:37][CH:38]=[CH:39][C:22]=2[N:21]=1.ClCCl.C(=O)([O-])[O-].[Na+].[Na+].O1[CH2:54][CH2:53][O:52][CH2:51]C1. The catalyst class is: 6. Product: [Si:29]([O:28][CH2:27][CH2:26][CH2:25][N:24]1[C:23]2[CH:36]=[CH:37][CH:38]=[CH:39][C:22]=2[N:21]=[C:20]1[NH:19][C:5]1[C:4]2[C:8](=[CH:9][CH:10]=[C:2]([C:4]3[CH:8]=[N:7][CH:11]=[CH:54][C:53]=3[O:52][CH3:51])[CH:3]=2)[N:7]([CH2:11][O:12][CH2:13][CH2:14][Si:15]([CH3:18])([CH3:17])[CH3:16])[N:6]=1)([C:32]([CH3:34])([CH3:35])[CH3:33])([CH3:31])[CH3:30]. (3) Reactant: [CH2:1]([C:3]1[O:4][C:5]2[CH:14]=[CH:13][CH:12]=[CH:11][C:6]=2[C:7]=1[C:8](Cl)=[O:9])[CH3:2].[Br:15][C:16]1[C:25]([O:26][CH:27]([C:35]([O:37][CH3:38])=[O:36])[CH2:28][C:29]2[CH:34]=[CH:33][CH:32]=[CH:31][CH:30]=2)=[CH:24][CH:23]=[C:22]2[C:17]=1[CH:18]=[CH:19][C:20]([CH2:39][NH3+:40])=[CH:21]2.[Cl-].C(N(CC)CC)C. Product: [CH3:38][O:37][C:35](=[O:36])[CH:27]([O:26][C:25]1[CH:24]=[CH:23][C:22]2[C:17](=[CH:18][CH:19]=[C:20]([CH2:39][NH:40][C:8]([C:7]3[C:6]4[CH:11]=[CH:12][CH:13]=[CH:14][C:5]=4[O:4][C:3]=3[CH2:1][CH3:2])=[O:9])[CH:21]=2)[C:16]=1[Br:15])[CH2:28][C:29]1[CH:30]=[CH:31][CH:32]=[CH:33][CH:34]=1. The catalyst class is: 2. (4) Reactant: [Cl:1][CH:2]([C:13]1[C:18]([F:19])=[CH:17][CH:16]=[CH:15][C:14]=1[F:20])[S:3]([C:6]1[CH2:10][C:9]([CH3:12])([CH3:11])[O:8][N:7]=1)(=[O:5])=[O:4].C1C=CC(S(N(S(C2C=CC=CC=2)(=O)=O)[F:31])(=O)=O)=CC=1. Product: [Cl:1][C:2]([C:13]1[C:14]([F:20])=[CH:15][CH:16]=[CH:17][C:18]=1[F:19])([F:31])[S:3]([C:6]1[CH2:10][C:9]([CH3:12])([CH3:11])[O:8][N:7]=1)(=[O:4])=[O:5]. The catalyst class is: 1.